From a dataset of NCI-60 drug combinations with 297,098 pairs across 59 cell lines. Regression. Given two drug SMILES strings and cell line genomic features, predict the synergy score measuring deviation from expected non-interaction effect. (1) Drug 1: C1CCC(C1)C(CC#N)N2C=C(C=N2)C3=C4C=CNC4=NC=N3. Drug 2: CC(CN1CC(=O)NC(=O)C1)N2CC(=O)NC(=O)C2. Cell line: NCI-H226. Synergy scores: CSS=9.68, Synergy_ZIP=-4.32, Synergy_Bliss=-3.39, Synergy_Loewe=-3.37, Synergy_HSA=-2.49. (2) Drug 1: C1=C(C(=O)NC(=O)N1)F. Drug 2: N.N.Cl[Pt+2]Cl. Cell line: NCI-H226. Synergy scores: CSS=18.6, Synergy_ZIP=-0.0541, Synergy_Bliss=7.40, Synergy_Loewe=4.31, Synergy_HSA=5.88. (3) Cell line: EKVX. Drug 1: C1=NC2=C(N=C(N=C2N1C3C(C(C(O3)CO)O)O)F)N. Synergy scores: CSS=17.9, Synergy_ZIP=-2.07, Synergy_Bliss=3.43, Synergy_Loewe=-22.5, Synergy_HSA=-1.25. Drug 2: CC1CCCC2(C(O2)CC(NC(=O)CC(C(C(=O)C(C1O)C)(C)C)O)C(=CC3=CSC(=N3)C)C)C. (4) Drug 1: CC1=C(N=C(N=C1N)C(CC(=O)N)NCC(C(=O)N)N)C(=O)NC(C(C2=CN=CN2)OC3C(C(C(C(O3)CO)O)O)OC4C(C(C(C(O4)CO)O)OC(=O)N)O)C(=O)NC(C)C(C(C)C(=O)NC(C(C)O)C(=O)NCCC5=NC(=CS5)C6=NC(=CS6)C(=O)NCCC[S+](C)C)O. Drug 2: C1=NNC2=C1C(=O)NC=N2. Cell line: NCI/ADR-RES. Synergy scores: CSS=35.6, Synergy_ZIP=-0.506, Synergy_Bliss=-0.563, Synergy_Loewe=-30.3, Synergy_HSA=0.405. (5) Drug 1: CCCS(=O)(=O)NC1=C(C(=C(C=C1)F)C(=O)C2=CNC3=C2C=C(C=N3)C4=CC=C(C=C4)Cl)F. Drug 2: C1CN1P(=S)(N2CC2)N3CC3. Cell line: RPMI-8226. Synergy scores: CSS=13.1, Synergy_ZIP=-2.69, Synergy_Bliss=7.56, Synergy_Loewe=-3.20, Synergy_HSA=1.20. (6) Drug 1: CC1=C2C(C(=O)C3(C(CC4C(C3C(C(C2(C)C)(CC1OC(=O)C(C(C5=CC=CC=C5)NC(=O)C6=CC=CC=C6)O)O)OC(=O)C7=CC=CC=C7)(CO4)OC(=O)C)O)C)OC(=O)C. Drug 2: CNC(=O)C1=NC=CC(=C1)OC2=CC=C(C=C2)NC(=O)NC3=CC(=C(C=C3)Cl)C(F)(F)F. Cell line: OVCAR3. Synergy scores: CSS=58.0, Synergy_ZIP=3.52, Synergy_Bliss=-0.390, Synergy_Loewe=-19.0, Synergy_HSA=-2.38. (7) Drug 1: CC1=C(C=C(C=C1)NC2=NC=CC(=N2)N(C)C3=CC4=NN(C(=C4C=C3)C)C)S(=O)(=O)N.Cl. Drug 2: CC1CCCC2(C(O2)CC(NC(=O)CC(C(C(=O)C(C1O)C)(C)C)O)C(=CC3=CSC(=N3)C)C)C. Cell line: SNB-75. Synergy scores: CSS=2.44, Synergy_ZIP=-0.502, Synergy_Bliss=0.270, Synergy_Loewe=-1.49, Synergy_HSA=-1.48.